Task: Predict the reactants needed to synthesize the given product.. Dataset: Full USPTO retrosynthesis dataset with 1.9M reactions from patents (1976-2016) Given the product [NH2:15][CH:12]([C:6]1[N:5]([C:23]2[CH:28]=[CH:27][CH:26]=[CH:25][C:24]=2[CH3:29])[C:4](=[O:30])[C:3]2[C:8](=[CH:9][CH:10]=[CH:11][C:2]=2[CH3:1])[N:7]=1)[CH2:13][CH3:14], predict the reactants needed to synthesize it. The reactants are: [CH3:1][C:2]1[CH:11]=[CH:10][CH:9]=[C:8]2[C:3]=1[C:4](=[O:30])[N:5]([C:23]1[CH:28]=[CH:27][CH:26]=[CH:25][C:24]=1[CH3:29])[C:6]([CH:12]([NH:15]C(=O)OC(C)(C)C)[CH2:13][CH3:14])=[N:7]2.Cl.